From a dataset of Forward reaction prediction with 1.9M reactions from USPTO patents (1976-2016). Predict the product of the given reaction. (1) Given the reactants [Cl:1][C:2]1[CH:9]=[CH:8][C:5]([CH:6]=[O:7])=[C:4]([CH3:10])[CH:3]=1.O[N:12]=[C:13]([C:15]1[O:16][CH:17]=[CH:18][CH:19]=1)[NH2:14], predict the reaction product. The product is: [Cl:1][C:2]1[CH:9]=[CH:8][C:5]([CH:6]2[O:7][N:12]=[C:13]([C:15]3[O:16][CH:17]=[CH:18][CH:19]=3)[NH:14]2)=[C:4]([CH3:10])[CH:3]=1. (2) Given the reactants [Br:1][C:2]1[CH:7]=[CH:6][C:5](B(O)O)=[CH:4][CH:3]=1.Cl.N[C@@H]1CCCC[C@H]1O.C[Si](C)(C)N[Si](C)(C)C.[Na].[C:30]([N:37]1[CH2:40][CH:39](I)[CH2:38]1)([O:32][C:33]([CH3:36])([CH3:35])[CH3:34])=[O:31], predict the reaction product. The product is: [Br:1][C:2]1[CH:7]=[CH:6][C:5]([CH:39]2[CH2:38][N:37]([C:30]([O:32][C:33]([CH3:36])([CH3:35])[CH3:34])=[O:31])[CH2:40]2)=[CH:4][CH:3]=1.